From a dataset of Reaction yield outcomes from USPTO patents with 853,638 reactions. Predict the reaction yield, written as a fraction of the theoretical maximum amount of product (1.0 means a 100% yield; for example, 0.34 means a 34% yield). The reactants are [Cl:1][C:2]1[CH:3]=[CH:4][C:5]([O:15][CH2:16][C:17]2[CH:22]=[CH:21][C:20]([F:23])=[CH:19][CH:18]=2)=[C:6]([C:8](=O)[CH2:9][CH2:10][C:11](=O)[CH3:12])[CH:7]=1.[NH2:24][C:25]1[CH:30]=[CH:29][C:28]([S:31]([NH:34][C:35]([C:37]2[CH:42]=[CH:41][CH:40]=[CH:39][CH:38]=2)=[O:36])(=[O:33])=[O:32])=[CH:27][CH:26]=1.C1(C)C=CC(S(O)(=O)=O)=CC=1. The catalyst is C1(C)C=CC=CC=1. The product is [Cl:1][C:2]1[CH:3]=[CH:4][C:5]([O:15][CH2:16][C:17]2[CH:22]=[CH:21][C:20]([F:23])=[CH:19][CH:18]=2)=[C:6]([C:8]2[N:24]([C:25]3[CH:26]=[CH:27][C:28]([S:31]([NH:34][C:35]([C:37]4[CH:38]=[CH:39][CH:40]=[CH:41][CH:42]=4)=[O:36])(=[O:33])=[O:32])=[CH:29][CH:30]=3)[C:11]([CH3:12])=[CH:10][CH:9]=2)[CH:7]=1. The yield is 0.510.